This data is from Catalyst prediction with 721,799 reactions and 888 catalyst types from USPTO. The task is: Predict which catalyst facilitates the given reaction. (1) The catalyst class is: 1. Reactant: B.C1COCC1.[Br:7][CH2:8][CH2:9][CH2:10][CH2:11][CH2:12][CH2:13][CH2:14][CH2:15][CH2:16][CH2:17][CH2:18][CH2:19][CH2:20][CH2:21][CH2:22][C:23](O)=[O:24]. Product: [Br:7][CH2:8][CH2:9][CH2:10][CH2:11][CH2:12][CH2:13][CH2:14][CH2:15][CH2:16][CH2:17][CH2:18][CH2:19][CH2:20][CH2:21][CH2:22][CH2:23][OH:24]. (2) Reactant: C([O:3][C:4](=[O:38])[CH2:5][CH:6]1[S:10][C:9]([C:11]2[NH:12][C:13]3[C:18]([CH:19]=2)=[CH:17][C:16]([O:20][C:21]2[CH:26]=[CH:25][C:24]([S:27]([CH3:30])(=[O:29])=[O:28])=[CH:23][N:22]=2)=[CH:15][C:14]=3[O:31][CH:32]2[CH2:37][CH2:36][O:35][CH2:34][CH2:33]2)=[N:8][CH2:7]1)C.[OH-].[Na+].C(O)C.Cl. Product: [CH3:30][S:27]([C:24]1[CH:25]=[CH:26][C:21]([O:20][C:16]2[CH:17]=[C:18]3[C:13](=[C:14]([O:31][CH:32]4[CH2:37][CH2:36][O:35][CH2:34][CH2:33]4)[CH:15]=2)[NH:12][C:11]([C:9]2[S:10][CH:6]([CH2:5][C:4]([OH:38])=[O:3])[CH2:7][N:8]=2)=[CH:19]3)=[N:22][CH:23]=1)(=[O:29])=[O:28]. The catalyst class is: 132.